From a dataset of Forward reaction prediction with 1.9M reactions from USPTO patents (1976-2016). Predict the product of the given reaction. (1) Given the reactants [CH3:1][C:2]([N:11]1[CH2:16][CH2:15][CH:14]([NH:17][CH2:18][C:19]2[CH:24]=[CH:23][C:22]([C:25]3[CH:30]=[CH:29][C:28]([C:31]([F:34])([F:33])[F:32])=[CH:27][CH:26]=3)=[CH:21][CH:20]=2)[CH2:13][CH2:12]1)([CH3:10])[C:3]([O:5][C:6]([CH3:9])([CH3:8])[CH3:7])=[O:4].[F:35][C:36]1[C:41]([F:42])=[CH:40][CH:39]=[CH:38][C:37]=1[CH2:43][CH2:44][C:45]1[N:46]([CH2:56][C:57](O)=[O:58])[C:47]2[C:52]([C:53](=[O:55])[N:54]=1)=[CH:51][CH:50]=[CH:49][CH:48]=2.CCN(C(C)C)C(C)C.CN(C(ON1N=NC2C=CC=NC1=2)=[N+](C)C)C.F[P-](F)(F)(F)(F)F, predict the reaction product. The product is: [F:35][C:36]1[C:41]([F:42])=[CH:40][CH:39]=[CH:38][C:37]=1[CH2:43][CH2:44][C:45]1[N:46]([CH2:56][C:57]([N:17]([CH2:18][C:19]2[CH:20]=[CH:21][C:22]([C:25]3[CH:30]=[CH:29][C:28]([C:31]([F:32])([F:34])[F:33])=[CH:27][CH:26]=3)=[CH:23][CH:24]=2)[CH:14]2[CH2:13][CH2:12][N:11]([C:2]([CH3:1])([CH3:10])[C:3]([O:5][C:6]([CH3:7])([CH3:8])[CH3:9])=[O:4])[CH2:16][CH2:15]2)=[O:58])[C:47]2[C:52]([C:53](=[O:55])[N:54]=1)=[CH:51][CH:50]=[CH:49][CH:48]=2. (2) Given the reactants [CH:1]1[C:10]2[C:5](=[CH:6][CH:7]=[CH:8][CH:9]=2)[CH:4]=[CH:3][C:2]=1[CH2:11][O:12][CH:13]1[CH:18]([C:19]2[CH:20]=[N:21][C:22]([CH2:25][CH2:26][CH2:27][C:28]3[CH:33]=[CH:32][CH:31]=[CH:30][CH:29]=3)=[CH:23][CH:24]=2)[CH2:17][CH2:16][N:15](C(OC(C)(C)C)=O)[CH2:14]1, predict the reaction product. The product is: [CH:1]1[C:10]2[C:5](=[CH:6][CH:7]=[CH:8][CH:9]=2)[CH:4]=[CH:3][C:2]=1[CH2:11][O:12][CH:13]1[CH:18]([C:19]2[CH:20]=[N:21][C:22]([CH2:25][CH2:26][CH2:27][C:28]3[CH:33]=[CH:32][CH:31]=[CH:30][CH:29]=3)=[CH:23][CH:24]=2)[CH2:17][CH2:16][NH:15][CH2:14]1. (3) Given the reactants [C:1]([O:5][C:6]([N:8]1[CH:13]=[CH:12][C:11]([Cl:14])=[CH:10][CH:9]1[CH2:15][CH2:16][CH2:17][CH2:18][CH2:19][CH3:20])=[O:7])([CH3:4])([CH3:3])[CH3:2].[CH2:21]([Li])CCC.IC.O, predict the reaction product. The product is: [C:1]([O:5][C:6]([N:8]1[C:13]([CH3:21])=[CH:12][C:11]([Cl:14])=[CH:10][CH:9]1[CH2:15][CH2:16][CH2:17][CH2:18][CH2:19][CH3:20])=[O:7])([CH3:4])([CH3:3])[CH3:2].